Dataset: HIV replication inhibition screening data with 41,000+ compounds from the AIDS Antiviral Screen. Task: Binary Classification. Given a drug SMILES string, predict its activity (active/inactive) in a high-throughput screening assay against a specified biological target. (1) The molecule is CCOP(=O)(OCC)C(C#N)=Cc1cccc(Br)c1. The result is 0 (inactive). (2) The molecule is Cc1ccc(S(=O)(=O)OC2=CC(=Nc3onc(C)c3C)c3ccccc3C2=O)cc1. The result is 0 (inactive). (3) The drug is O=Cc1ccc2c(c1)C(O)NC(=O)O2. The result is 0 (inactive). (4) The drug is CCN(CC)CC1CCCCN1CC(=O)N1CC(C)C(=O)Nc2ccccc21. The result is 1 (active). (5) The drug is Clc1cc(Cl)cc(C2ON=C(c3ccccc3)N2C23CC4CC(CC(C4)C2)C3)c1. The result is 0 (inactive). (6) The drug is CCOP(=O)(Cc1ccc(CP(=O)(OCC)OCC)n1C)OCC. The result is 0 (inactive). (7) The compound is CCC1(CC)C(=O)[NH+]([Au-][PH](c2ccccc2)(c2ccccc2)c2ccccc2)C(=O)[NH+]([Au-][PH](c2ccccc2)(c2ccccc2)c2ccccc2)C1=O. The result is 0 (inactive).